Dataset: Reaction yield outcomes from USPTO patents with 853,638 reactions. Task: Predict the reaction yield, written as a fraction of the theoretical maximum amount of product (1.0 means a 100% yield; for example, 0.34 means a 34% yield). (1) The reactants are [CH2:1]([NH:3][C:4](=[O:22])[NH:5][C:6]1[CH:14]=[C:13]([NH:15][C:16]2[CH:21]=[CH:20][CH:19]=[CH:18][CH:17]=2)[C:9]([C:10]([OH:12])=O)=[CH:8][N:7]=1)[CH3:2].CN(C(ON1N=NC2C=CC=CC1=2)=[N+](C)C)C.F[P-](F)(F)(F)(F)F.CCN(C(C)C)C(C)C.[Cl:56][C:57]1[CH:63]=[CH:62][CH:61]=[CH:60][C:58]=1[NH2:59]. The catalyst is CN(C=O)C. The product is [Cl:56][C:57]1[CH:63]=[CH:62][CH:61]=[CH:60][C:58]=1[NH:59][C:10](=[O:12])[C:9]1[C:13]([NH:15][C:16]2[CH:21]=[CH:20][CH:19]=[CH:18][CH:17]=2)=[CH:14][C:6]([NH:5][C:4]([NH:3][CH2:1][CH3:2])=[O:22])=[N:7][CH:8]=1. The yield is 0.150. (2) The reactants are C(=O)([O-])[O-].[Na+].[Na+].[I:7][C:8]1[CH:9]=[C:10]2[C:14](=[CH:15][CH:16]=1)[N:13]([C:17]1[CH:18]=[C:19]([CH:23]=[CH:24][CH:25]=1)[C:20]([OH:22])=[O:21])[N:12]=[CH:11]2.Br[CH2:27][CH:28]([CH3:30])[CH3:29]. The catalyst is CN1C(=O)CCC1. The product is [I:7][C:8]1[CH:9]=[C:10]2[C:14](=[CH:15][CH:16]=1)[N:13]([C:17]1[CH:18]=[C:19]([CH:23]=[CH:24][CH:25]=1)[C:20]([O:22][CH2:27][CH:28]([CH3:30])[CH3:29])=[O:21])[N:12]=[CH:11]2. The yield is 0.990.